From a dataset of Reaction yield outcomes from USPTO patents with 853,638 reactions. Predict the reaction yield, written as a fraction of the theoretical maximum amount of product (1.0 means a 100% yield; for example, 0.34 means a 34% yield). (1) The reactants are [Cl:1][C:2]1[CH:3]=[C:4]2[C:8](=[CH:9][C:10]=1[Cl:11])[NH:7][CH:6]=[CH:5]2.[N+](=[CH:14][C:15]([O:17][CH2:18][CH3:19])=[O:16])=[N-]. The catalyst is C(Cl)Cl.C(S([O-])(=O)=O)(F)(F)F.C(S([O-])(=O)=O)(F)(F)F.[Cu+2]. The product is [Cl:1][C:2]1[CH:3]=[C:4]2[C:8](=[CH:9][C:10]=1[Cl:11])[NH:7][CH:6]=[C:5]2[CH2:14][C:15]([O:17][CH2:18][CH3:19])=[O:16]. The yield is 0.0820. (2) The reactants are [CH3:1][C:2]1[CH:7]=[CH:6][N:5]=[C:4]([N:8]2[C:16]3[CH:15]=[CH:14][N:13]=[CH:12][C:11]=3[N:10]=[N:9]2)[N:3]=1.[Cl:17][C:18]1[C:26]([C:27]([F:30])([F:29])[F:28])=[CH:25][CH:24]=[CH:23][C:19]=1[C:20](Cl)=[O:21].F[C:32](F)(F)S(O[Si](C)(C)C)(=O)=O.C[Mg+].[Br-]. The catalyst is C1COCC1. The product is [Cl:17][C:18]1[C:26]([C:27]([F:30])([F:29])[F:28])=[CH:25][CH:24]=[CH:23][C:19]=1[C:20]([N:13]1[CH:14]=[CH:15][C:16]2[N:8]([C:4]3[N:3]=[C:2]([CH3:1])[CH:7]=[CH:6][N:5]=3)[N:9]=[N:10][C:11]=2[CH:12]1[CH3:32])=[O:21]. The yield is 0.160. (3) The reactants are [Cl:1][C:2]1[CH:3]=[C:4]([O:9][C:10]2[C:19]3[C:14](=[CH:15][C:16]([O:22][CH3:23])=[C:17]([O:20][CH3:21])[CH:18]=3)[N:13]=[CH:12][CH:11]=2)[C:5]([OH:8])=[N:6][CH:7]=1.[CH:24]1(Br)[CH2:28][CH2:27][CH2:26][CH2:25]1.C(=O)([O-])[O-].[K+].[K+].O. The catalyst is CN(C)C=O. The product is [Cl:1][C:2]1[CH:3]=[C:4]([O:9][C:10]2[C:19]3[C:14](=[CH:15][C:16]([O:22][CH3:23])=[C:17]([O:20][CH3:21])[CH:18]=3)[N:13]=[CH:12][CH:11]=2)[C:5]([O:8][CH:24]2[CH2:28][CH2:27][CH2:26][CH2:25]2)=[N:6][CH:7]=1. The yield is 0.620.